Dataset: Full USPTO retrosynthesis dataset with 1.9M reactions from patents (1976-2016). Task: Predict the reactants needed to synthesize the given product. Given the product [ClH:9].[NH2:10][C:11]1[C:20]2[C:15](=[CH:16][C:17]([O:23][CH3:24])=[C:18]([O:21][CH3:22])[CH:19]=2)[N:14]=[C:13]([N:25]2[CH2:30][CH2:29][N:28]([C:7]([C:5]3[N:6]=[C:2]([CH3:1])[S:3][CH:4]=3)=[O:8])[CH2:27][CH2:26]2)[N:12]=1, predict the reactants needed to synthesize it. The reactants are: [CH3:1][C:2]1[S:3][CH:4]=[C:5]([C:7]([Cl:9])=[O:8])[N:6]=1.[NH2:10][C:11]1[C:20]2[C:15](=[CH:16][C:17]([O:23][CH3:24])=[C:18]([O:21][CH3:22])[CH:19]=2)[N:14]=[C:13]([N:25]2[CH2:30][CH2:29][NH:28][CH2:27][CH2:26]2)[N:12]=1.